From a dataset of Catalyst prediction with 721,799 reactions and 888 catalyst types from USPTO. Predict which catalyst facilitates the given reaction. (1) Reactant: [Cl:1][C:2]1[CH:7]=[CH:6][C:5]([F:8])=[CH:4][C:3]=1[O:9][C:10]1[CH:15]=[C:14]([Cl:16])[CH:13]=[C:12]([Br:17])[CH:11]=1.C([N-]C(C)C)(C)C.[Li+].CN([CH:29]=[O:30])C. Product: [Br:17][C:12]1[CH:11]=[C:10]([CH:15]=[C:14]([Cl:16])[CH:13]=1)[O:9][C:3]1[C:2]([Cl:1])=[CH:7][CH:6]=[C:5]([F:8])[C:4]=1[CH:29]=[O:30]. The catalyst class is: 1. (2) Reactant: [OH:1][C:2]1[CH:7]=[C:6]([Cl:8])[N:5]=[N:4][C:3]=1Cl.[CH:10]1([C:13]2[CH:18]=[CH:17][CH:16]=[C:15]([CH3:19])[C:14]=2[OH:20])[CH2:12][CH2:11]1.C(N(CCCC)CCCC)CCC.[OH-].[K+].Cl. Product: [Cl:8][C:6]1[N:5]=[N:4][C:3]([O:20][C:14]2[C:15]([CH3:19])=[CH:16][CH:17]=[CH:18][C:13]=2[CH:10]2[CH2:11][CH2:12]2)=[C:2]([OH:1])[CH:7]=1. The catalyst class is: 5. (3) Reactant: [C:12]([O:11][C:9](O[C:9]([O:11][C:12]([CH3:15])([CH3:14])[CH3:13])=[O:10])=[O:10])([CH3:15])([CH3:14])[CH3:13].[N+:16]([C:19]1[CH:24]=[CH:23][C:22]([N:25]2[CH2:30][CH2:29][NH:28][CH2:27][CH2:26]2)=[CH:21][CH:20]=1)([O-:18])=[O:17]. Product: [C:12]([O:11][C:9]([N:28]1[CH2:29][CH2:30][N:25]([C:22]2[CH:21]=[CH:20][C:19]([N+:16]([O-:18])=[O:17])=[CH:24][CH:23]=2)[CH2:26][CH2:27]1)=[O:10])([CH3:13])([CH3:14])[CH3:15]. The catalyst class is: 155. (4) Reactant: [CH2:1]([O:8][C:9](=[O:20])[CH2:10][CH2:11][O:12][S:13]([C:16]([F:19])([F:18])[F:17])(=[O:15])=[O:14])[C:2]1[CH:7]=[CH:6][CH:5]=[CH:4][CH:3]=1.[CH:21]1[C:34]2[C:25](=[N:26][C:27]3[C:32]([CH:33]=2)=[CH:31][CH:30]=[CH:29][CH:28]=3)[CH:24]=[CH:23][CH:22]=1. Product: [F:17][C:16]([F:19])([F:18])[S:13]([O-:15])(=[O:14])=[O:12].[CH2:1]([O:8][C:9](=[O:20])[CH2:10][CH2:11][N+:26]1[C:27]2[C:32](=[CH:31][CH:30]=[CH:29][CH:28]=2)[CH:33]=[C:34]2[C:25]=1[CH:24]=[CH:23][CH:22]=[CH:21]2)[C:2]1[CH:7]=[CH:6][CH:5]=[CH:4][CH:3]=1. The catalyst class is: 2. (5) Reactant: [CH3:1][S:2][C:3]1[CH:8]=[CH:7][C:6]([C:9]2[O:13][N:12]=[CH:11][C:10]=2[CH2:14]O)=[CH:5][CH:4]=1.O1CCCC1.S(Cl)([Cl:23])=O. Product: [Cl:23][CH2:14][C:10]1[CH:11]=[N:12][O:13][C:9]=1[C:6]1[CH:7]=[CH:8][C:3]([S:2][CH3:1])=[CH:4][CH:5]=1. The catalyst class is: 11.